Dataset: NCI-60 drug combinations with 297,098 pairs across 59 cell lines. Task: Regression. Given two drug SMILES strings and cell line genomic features, predict the synergy score measuring deviation from expected non-interaction effect. Drug 1: C1=NC2=C(N=C(N=C2N1C3C(C(C(O3)CO)O)O)F)N. Drug 2: CCN(CC)CCNC(=O)C1=C(NC(=C1C)C=C2C3=C(C=CC(=C3)F)NC2=O)C. Cell line: RPMI-8226. Synergy scores: CSS=2.95, Synergy_ZIP=0.564, Synergy_Bliss=2.98, Synergy_Loewe=-2.29, Synergy_HSA=-0.241.